Dataset: Forward reaction prediction with 1.9M reactions from USPTO patents (1976-2016). Task: Predict the product of the given reaction. (1) Given the reactants [Cl:1][C:2]1[CH:7]=[CH:6][C:5]([S:8]([NH:11][C:12]2([C:15]([O:17][CH3:18])=[O:16])[CH2:14][CH2:13]2)(=[O:10])=[O:9])=[CH:4][CH:3]=1.C([O-])([O-])=O.[K+].[K+].[CH2:25](I)[CH3:26], predict the reaction product. The product is: [Cl:1][C:2]1[CH:7]=[CH:6][C:5]([S:8]([N:11]([CH2:25][CH3:26])[C:12]2([C:15]([O:17][CH3:18])=[O:16])[CH2:14][CH2:13]2)(=[O:10])=[O:9])=[CH:4][CH:3]=1. (2) Given the reactants I[CH2:2][CH3:3].[OH:4][CH2:5][C@H:6]1[C@H:10]([CH3:11])[O:9][C:8]([CH3:13])([CH3:12])[N:7]1[C:14]([O:16][C:17]([CH3:20])([CH3:19])[CH3:18])=[O:15].[H-].[Na+], predict the reaction product. The product is: [CH2:2]([O:4][CH2:5][C@H:6]1[C@H:10]([CH3:11])[O:9][C:8]([CH3:12])([CH3:13])[N:7]1[C:14]([O:16][C:17]([CH3:19])([CH3:18])[CH3:20])=[O:15])[CH3:3]. (3) Given the reactants ClC(Cl)(Cl)[C:3]([C:5]1[N:14]2[C:8]([CH2:9][N:10]([C:19]([C:21]3[CH:26]=[CH:25][C:24]([C:27]4[CH:32]=[CH:31][CH:30]=[CH:29][C:28]=4[CH3:33])=[C:23]([CH3:34])[CH:22]=3)=[O:20])[C:11]3[CH:18]=[CH:17][CH:16]=[CH:15][C:12]=3[CH2:13]2)=[CH:7][CH:6]=1)=[O:4].[F:37][C:38]([F:49])([F:48])[O:39][C:40]1[CH:47]=[CH:46][C:43]([CH2:44][NH2:45])=[CH:42][CH:41]=1, predict the reaction product. The product is: [CH3:34][C:23]1[CH:22]=[C:21]([C:19]([N:10]2[C:11]3[CH:18]=[CH:17][CH:16]=[CH:15][C:12]=3[CH2:13][N:14]3[C:5]([C:3]([NH:45][CH2:44][C:43]4[CH:46]=[CH:47][C:40]([O:39][C:38]([F:48])([F:49])[F:37])=[CH:41][CH:42]=4)=[O:4])=[CH:6][CH:7]=[C:8]3[CH2:9]2)=[O:20])[CH:26]=[CH:25][C:24]=1[C:27]1[CH:32]=[CH:31][CH:30]=[CH:29][C:28]=1[CH3:33].